Dataset: Full USPTO retrosynthesis dataset with 1.9M reactions from patents (1976-2016). Task: Predict the reactants needed to synthesize the given product. (1) Given the product [C:1]([NH:18][C@H:19]([C:27]([Cl:32])=[O:29])[CH2:20][C:21]1[CH:26]=[CH:25][CH:24]=[CH:23][CH:22]=1)([O:3][CH2:4][CH:5]1[C:17]2[C:12](=[CH:13][CH:14]=[CH:15][CH:16]=2)[C:11]2[C:6]1=[CH:7][CH:8]=[CH:9][CH:10]=2)=[O:2], predict the reactants needed to synthesize it. The reactants are: [C:1]([NH:18][C@H:19]([C:27]([OH:29])=O)[CH2:20][C:21]1[CH:26]=[CH:25][CH:24]=[CH:23][CH:22]=1)([O:3][CH2:4][CH:5]1[C:17]2[C:12](=[CH:13][CH:14]=[CH:15][CH:16]=2)[C:11]2[C:6]1=[CH:7][CH:8]=[CH:9][CH:10]=2)=[O:2].O=S(Cl)[Cl:32]. (2) Given the product [Cl:1][C:2]1[CH:7]=[C:6]([OH:8])[C:5]([Cl:9])=[CH:4][C:3]=1[CH2:10][CH2:11][C:12]([O:14][C:15]([CH3:18])([CH3:17])[CH3:16])=[O:13], predict the reactants needed to synthesize it. The reactants are: [Cl:1][C:2]1[CH:7]=[C:6]([OH:8])[C:5]([Cl:9])=[CH:4][C:3]=1/[CH:10]=[CH:11]/[C:12]([O:14][C:15]([CH3:18])([CH3:17])[CH3:16])=[O:13].[H][H].